From a dataset of Forward reaction prediction with 1.9M reactions from USPTO patents (1976-2016). Predict the product of the given reaction. (1) Given the reactants Br[C:2]1[CH:7]=[C:6]([Cl:8])[N:5]=[N:4][C:3]=1[NH2:9].[C:10]1([CH3:19])[CH:15]=[CH:14][CH:13]=[CH:12][C:11]=1B(O)O, predict the reaction product. The product is: [Cl:8][C:6]1[N:5]=[N:4][C:3]([NH2:9])=[C:2]([C:11]2[CH:12]=[CH:13][CH:14]=[CH:15][C:10]=2[CH3:19])[CH:7]=1. (2) Given the reactants Cl.[F:2][C:3]1[CH:4]=[C:5]([P:11](=[O:18])([O:15]CC)[O:12]CC)[CH:6]=[C:7]([F:10])[C:8]=1[F:9], predict the reaction product. The product is: [F:2][C:3]1[CH:4]=[C:5]([P:11](=[O:12])([OH:18])[OH:15])[CH:6]=[C:7]([F:10])[C:8]=1[F:9]. (3) Given the reactants [CH:1]([O:3][C:4]1[CH:9]=[CH:8][C:7]([O:10][C:11]([F:14])([F:13])[F:12])=[CH:6][C:5]=1[I:15])=[CH2:2].Cl[CH2:17]I.C([Zn]CC)C, predict the reaction product. The product is: [CH:1]1([O:3][C:4]2[CH:9]=[CH:8][C:7]([O:10][C:11]([F:12])([F:13])[F:14])=[CH:6][C:5]=2[I:15])[CH2:17][CH2:2]1. (4) The product is: [S:2]([OH:5])([O:22][C:15]1[CH:16]=[CH:17][C:18]([CH3:21])=[C:19]2[C:14]=1[N:13]([CH3:23])[C:12]([C:10]([NH:9][C:8]([NH2:24])=[NH:7])=[O:11])=[CH:20]2)(=[O:4])=[O:3]. Given the reactants C[S:2]([OH:5])(=[O:4])=[O:3].N[N:7]=[CH:8][NH:9][C:10]([C:12]1[N:13]([CH3:23])[C:14]2[C:19]([CH:20]=1)=[C:18]([CH3:21])[CH:17]=[CH:16][C:15]=2[OH:22])=[O:11].[N:24]1C=CC=CC=1, predict the reaction product.